Dataset: Full USPTO retrosynthesis dataset with 1.9M reactions from patents (1976-2016). Task: Predict the reactants needed to synthesize the given product. (1) Given the product [CH3:24][O:23][C:19](=[O:22])[CH2:20][CH2:21][N:5]1[CH2:6][CH2:7][N:2]([C:12]([O:14][C:15]([CH3:18])([CH3:17])[CH3:16])=[O:13])[CH2:3][CH:4]1[C:8]([O:10][CH3:11])=[O:9], predict the reactants needed to synthesize it. The reactants are: Cl.[N:2]1([C:12]([O:14][C:15]([CH3:18])([CH3:17])[CH3:16])=[O:13])[CH2:7][CH2:6][NH:5][CH:4]([C:8]([O:10][CH3:11])=[O:9])[CH2:3]1.[C:19]([O:23][CH3:24])(=[O:22])[CH:20]=[CH2:21]. (2) Given the product [C:21]([N:19]([CH3:20])[C:17]([C:16]1[C:12]2[CH2:11][O:10][C:5]3[CH:6]=[C:7]([O:8][CH3:9])[C:2]([C:38]4[CH:39]=[N:40][NH:41][CH:42]=4)=[CH:3][C:4]=3[C:13]=2[N:14]([C:25]2[CH:29]=[CH:28][S:27][CH:26]=2)[N:15]=1)=[O:18])([CH3:24])([CH3:23])[CH3:22], predict the reactants needed to synthesize it. The reactants are: Br[C:2]1[C:7]([O:8][CH3:9])=[CH:6][C:5]2[O:10][CH2:11][C:12]3[C:16]([C:17]([N:19]([C:21]([CH3:24])([CH3:23])[CH3:22])[CH3:20])=[O:18])=[N:15][N:14]([C:25]4[CH:29]=[CH:28][S:27][CH:26]=4)[C:13]=3[C:4]=2[CH:3]=1.CC1(C)C(C)(C)OB([C:38]2[CH:39]=[N:40][NH:41][CH:42]=2)O1.[F-].[Cs+]. (3) Given the product [CH3:1][O:2][C:3]1[CH:8]=[CH:7][CH:6]=[CH:5][C:4]=1[CH:9]1[C:17]2[C:12](=[CH:13][CH:14]=[CH:15][CH:16]=2)[CH:11]([C:18]2[CH:23]=[CH:22][C:21]3[O:24][CH2:25][O:26][C:20]=3[CH:19]=2)[CH:10]1[C:27]([OH:29])=[O:28], predict the reactants needed to synthesize it. The reactants are: [CH3:1][O:2][C:3]1[CH:8]=[CH:7][CH:6]=[CH:5][C:4]=1[CH:9]1[C:17]2[C:12](=[CH:13][CH:14]=[CH:15][CH:16]=2)[CH:11]([C:18]2[CH:23]=[CH:22][C:21]3[O:24][CH2:25][O:26][C:20]=3[CH:19]=2)[CH:10]1[C:27]([O-:29])=[O:28].COC1C=CC=CC=1C1C2C(=CC=CC=2)C(C2C=CC3OCOC=3C=2)=C1C(OCC)=O. (4) Given the product [C:10]([O:9][C:7]([NH:1][C@H:2]([CH3:3])[C:4]([O:6][CH2:21][C:18]1[CH:19]=[CH:20][C:15]([F:14])=[CH:16][CH:17]=1)=[O:5])=[O:8])([CH3:12])([CH3:11])[CH3:13], predict the reactants needed to synthesize it. The reactants are: [NH:1]([C:7]([O:9][C:10]([CH3:13])([CH3:12])[CH3:11])=[O:8])[C@H:2]([C:4]([OH:6])=[O:5])[CH3:3].[F:14][C:15]1[CH:20]=[CH:19][C:18]([CH2:21]O)=[CH:17][CH:16]=1.C(N(CC)CC)C.C(Cl)CCl. (5) Given the product [Cl:3][CH2:6][C:7]1[C:8](=[O:14])[NH:9][C:10](=[O:13])[NH:11][CH:12]=1, predict the reactants needed to synthesize it. The reactants are: S(Cl)([Cl:3])=O.O[CH2:6][C:7]1[C:8](=[O:14])[NH:9][C:10](=[O:13])[NH:11][CH:12]=1. (6) Given the product [Cl:25][C:17]1[C:16]2=[CH:22][N:13]([C:3]3[C:2]([Cl:1])=[CH:7][C:6]([S:8]([CH3:11])(=[O:10])=[O:9])=[CH:5][C:4]=3[Cl:12])[N:14]=[C:15]2[CH:20]=[CH:19][N:18]=1, predict the reactants needed to synthesize it. The reactants are: [Cl:1][C:2]1[CH:7]=[C:6]([S:8]([CH3:11])(=[O:10])=[O:9])[CH:5]=[C:4]([Cl:12])[C:3]=1[N:13]1[CH:22]=[C:16]2[CH:17]=[N+:18]([O-])[CH:19]=[CH:20][C:15]2=[N:14]1.P(Cl)(Cl)([Cl:25])=O. (7) Given the product [CH:25]1([CH2:24][CH:23]([C:20]2[CH:19]=[CH:18][C:17]([S:14]([N:11]3[CH2:12][CH2:13][CH:8]([C:6]([OH:7])=[O:5])[CH2:9][CH2:10]3)(=[O:16])=[O:15])=[CH:22][CH:21]=2)[C:30](=[O:43])[NH:31][C:32]2[S:33][C:34]3[C:39]([N:40]=2)=[CH:38][CH:37]=[C:36]([O:41][CH3:42])[N:35]=3)[CH2:29][CH2:28][CH2:27][CH2:26]1, predict the reactants needed to synthesize it. The reactants are: [OH-].[Na+].C([O:5][C:6]([CH:8]1[CH2:13][CH2:12][N:11]([S:14]([C:17]2[CH:22]=[CH:21][C:20]([CH:23]([C:30](=[O:43])[NH:31][C:32]3[S:33][C:34]4[C:39]([N:40]=3)=[CH:38][CH:37]=[C:36]([O:41][CH3:42])[N:35]=4)[CH2:24][CH:25]3[CH2:29][CH2:28][CH2:27][CH2:26]3)=[CH:19][CH:18]=2)(=[O:16])=[O:15])[CH2:10][CH2:9]1)=[O:7])C.Cl.